From a dataset of Catalyst prediction with 721,799 reactions and 888 catalyst types from USPTO. Predict which catalyst facilitates the given reaction. (1) Reactant: [NH:1]1[C:9]2[C:4](=[CH:5][CH:6]=[CH:7][CH:8]=2)[CH2:3][C:2]1=[O:10].[N:11]1([CH2:16][CH2:17][O:18][C:19]2[CH:20]=[C:21]3[C:25](=[CH:26][CH:27]=2)[NH:24][C:23]([CH:28]=O)=[CH:22]3)[CH2:15][CH2:14][CH2:13][CH2:12]1.N1CCCCC1. Product: [N:11]1([CH2:16][CH2:17][O:18][C:19]2[CH:20]=[C:21]3[C:25](=[CH:26][CH:27]=2)[NH:24][C:23]([CH:28]=[C:3]2[C:4]4[C:9](=[CH:8][CH:7]=[CH:6][CH:5]=4)[NH:1][C:2]2=[O:10])=[CH:22]3)[CH2:12][CH2:13][CH2:14][CH2:15]1. The catalyst class is: 8. (2) Reactant: [C:1]([O:7][CH2:8][C@@H:9]([O:41][C:42]([CH3:45])([CH3:44])[CH3:43])[C:10]1[C:32]([CH3:33])=[CH:31][C:13]2[N:14]=[C:15]([C:17]3[CH:22]=[CH:21][CH:20]=[C:19](OS(C(F)(F)F)(=O)=O)[CH:18]=3)[S:16][C:12]=2[C:11]=1[C:34]1[CH:39]=[CH:38][C:37]([Cl:40])=[CH:36][CH:35]=1)(=[O:6])[C:2]([CH3:5])([CH3:4])[CH3:3].[Cl:46][C:47]1[CH:52]=[C:51](B(O)O)[CH:50]=[CH:49][N:48]=1.C([O-])([O-])=O.[K+].[K+]. Product: [C:1]([O:7][CH2:8][C@@H:9]([O:41][C:42]([CH3:44])([CH3:43])[CH3:45])[C:10]1[C:32]([CH3:33])=[CH:31][C:13]2[N:14]=[C:15]([C:17]3[CH:22]=[CH:21][CH:20]=[C:19]([C:51]4[CH:50]=[CH:49][N:48]=[C:47]([Cl:46])[CH:52]=4)[CH:18]=3)[S:16][C:12]=2[C:11]=1[C:34]1[CH:35]=[CH:36][C:37]([Cl:40])=[CH:38][CH:39]=1)(=[O:6])[C:2]([CH3:3])([CH3:5])[CH3:4]. The catalyst class is: 77. (3) Reactant: [C:1]([C:5]1[CH:6]=[C:7]([CH:35]=[CH:36][CH:37]=1)[CH2:8][N:9]1[C@@H:17]2[C@H:12]([C@H:13]([CH2:20][C:21]3[CH:26]=[CH:25][C:24]([NH:27][CH2:28][CH2:29][N:30]([CH3:32])[CH3:31])=[C:23]([F:33])[CH:22]=3)[CH2:14][S:15](=[O:19])(=[O:18])[CH2:16]2)[O:11]C1=O)([CH3:4])([CH3:3])[CH3:2]. Product: [C:1]([C:5]1[CH:6]=[C:7]([CH:35]=[CH:36][CH:37]=1)[CH2:8][NH:9][C@@H:17]1[C@@H:12]([OH:11])[C@H:13]([CH2:20][C:21]2[CH:26]=[CH:25][C:24]([NH:27][CH2:28][CH2:29][N:30]([CH3:31])[CH3:32])=[C:23]([F:33])[CH:22]=2)[CH2:14][S:15](=[O:19])(=[O:18])[CH2:16]1)([CH3:4])([CH3:2])[CH3:3]. The catalyst class is: 11. (4) Reactant: [C:1]([CH2:3][NH:4][C:5](=[O:36])[C@H:6]([CH2:32][CH:33]([CH3:35])[CH3:34])[NH:7][C:8]1[C:9]([C:13]2[CH:18]=[CH:17][C:16]([N:19]3[CH2:24][CH2:23][N:22](C(OC(C)(C)C)=O)[CH2:21][CH2:20]3)=[CH:15][CH:14]=2)=[N:10][O:11][CH:12]=1)#[N:2].CS(O)(=O)=O. Product: [C:1]([CH2:3][NH:4][C:5](=[O:36])[C@H:6]([CH2:32][CH:33]([CH3:34])[CH3:35])[NH:7][C:8]1[C:9]([C:13]2[CH:14]=[CH:15][C:16]([N:19]3[CH2:20][CH2:21][NH:22][CH2:23][CH2:24]3)=[CH:17][CH:18]=2)=[N:10][O:11][CH:12]=1)#[N:2]. The catalyst class is: 1. (5) Reactant: [Br:1][C:2]1[C:3]([O:12][CH3:13])=[C:4]([CH:9]([NH2:11])[CH3:10])[CH:5]=[C:6]([Cl:8])[CH:7]=1.Br[C:15]1[N:23]=[CH:22][N:21]=[C:20]2[C:16]=1[N:17]=[CH:18][N:19]2[CH:24]1[CH2:29][CH2:28][CH2:27][CH2:26][O:25]1.C(N(CC)C(C)C)(C)C.C(=O)(O)[O-].[Na+]. Product: [Br:1][C:2]1[C:3]([O:12][CH3:13])=[C:4]([CH:9]([NH:11][C:15]2[N:23]=[CH:22][N:21]=[C:20]3[C:16]=2[N:17]=[CH:18][N:19]3[CH:24]2[CH2:29][CH2:28][CH2:27][CH2:26][O:25]2)[CH3:10])[CH:5]=[C:6]([Cl:8])[CH:7]=1. The catalyst class is: 8. (6) Reactant: [Br:1][C:2]1[CH:3]=[N:4][CH:5]=[C:6]([CH:10]=1)[C:7]([OH:9])=O.[CH3:11][S:12]([C:15]1[CH:16]=[C:17]([CH2:21][C:22]([O:24][CH3:25])=[O:23])[CH:18]=[CH:19][CH:20]=1)(=[NH:14])=[O:13].Cl.CN(C)CCCN=C=NCC.CCOC(C)=O. Product: [Br:1][C:2]1[CH:10]=[C:6]([C:7]([N:14]=[S:12]([C:15]2[CH:16]=[C:17]([CH2:21][C:22]([O:24][CH3:25])=[O:23])[CH:18]=[CH:19][CH:20]=2)([CH3:11])=[O:13])=[O:9])[CH:5]=[N:4][CH:3]=1. The catalyst class is: 241.